Task: Predict the reactants needed to synthesize the given product.. Dataset: Full USPTO retrosynthesis dataset with 1.9M reactions from patents (1976-2016) (1) Given the product [Br:10][C:11]1[CH:16]=[CH:15][CH:14]=[CH:13][C:12]=1[C:17]#[C:18][C:6]1[N:5]=[N:4][C:3]([O:2][CH3:1])=[CH:8][CH:7]=1, predict the reactants needed to synthesize it. The reactants are: [CH3:1][O:2][C:3]1[N:4]=[N:5][C:6](I)=[CH:7][CH:8]=1.[Br:10][C:11]1[CH:16]=[CH:15][CH:14]=[CH:13][C:12]=1[C:17]#[CH:18].C(N(CC)CC)C.O. (2) The reactants are: [Br-].[Li+].[CH2:3]([Mg]Br)[CH2:4][CH:5]=[CH2:6].[CH2:9]([C:13]1[CH2:17][CH2:16][C:15](=[O:18])[CH:14]=1)[CH2:10][CH:11]=[CH2:12]. Given the product [CH2:3]([C:13]1([CH2:9][CH2:10][CH:11]=[CH2:12])[CH2:17][CH2:16][C:15](=[O:18])[CH2:14]1)[CH2:4][CH:5]=[CH2:6], predict the reactants needed to synthesize it. (3) Given the product [CH3:1][C@@H:2]([C@@H:8]([O:10][CH:11]1[CH2:16][CH2:15][CH2:14][CH2:13][O:12]1)[CH3:9])[CH2:3][OH:23], predict the reactants needed to synthesize it. The reactants are: [CH3:1][C@H:2]([C@@H:8]([O:10][CH:11]1[CH2:16][CH2:15][CH2:14][CH2:13][O:12]1)[CH3:9])[CH2:3]C(OC)=O.[H-].[Al+3].[Li+].[H-].[H-].[H-].[OH2:23].[OH-].[Na+]. (4) Given the product [C:1]([N:4]1[CH2:10][C@H:9]([NH:11][C:26](=[O:27])[C:25]([CH3:24])([CH3:40])[C:29]([NH:31][CH2:32][C:33]([F:38])([F:39])[C:34]([F:35])([F:36])[F:37])=[O:30])[C:8](=[O:12])[N:7]([CH2:13][C:14]2[CH:15]=[CH:16][CH:17]=[CH:18][CH:19]=2)[C:6]2[CH:20]=[CH:21][CH:22]=[CH:23][C:5]1=2)(=[O:3])[CH3:2], predict the reactants needed to synthesize it. The reactants are: [C:1]([N:4]1[CH2:10][C@H:9]([NH2:11])[C:8](=[O:12])[N:7]([CH2:13][C:14]2[CH:19]=[CH:18][CH:17]=[CH:16][CH:15]=2)[C:6]2[CH:20]=[CH:21][CH:22]=[CH:23][C:5]1=2)(=[O:3])[CH3:2].[CH3:24][C:25]([CH3:40])([C:29]([NH:31][CH2:32][C:33]([F:39])([F:38])[C:34]([F:37])([F:36])[F:35])=[O:30])[C:26](O)=[O:27]. (5) Given the product [CH2:18]([N:25]1[C:33]2[C:28](=[CH:29][C:30]([NH:1][C:2]3[CH:11]=[CH:10][C:9]([CH:12]4[CH2:17][CH2:16][CH2:15][CH2:14][CH2:13]4)=[CH:8][C:3]=3[C:4]([O:6][CH3:7])=[O:5])=[CH:31][CH:32]=2)[CH:27]=[CH:26]1)[C:19]1[CH:24]=[CH:23][CH:22]=[CH:21][CH:20]=1, predict the reactants needed to synthesize it. The reactants are: [NH2:1][C:2]1[CH:11]=[CH:10][C:9]([CH:12]2[CH2:17][CH2:16][CH2:15][CH2:14][CH2:13]2)=[CH:8][C:3]=1[C:4]([O:6][CH3:7])=[O:5].[CH2:18]([N:25]1[C:33]2[C:28](=[CH:29][C:30](Br)=[CH:31][CH:32]=2)[CH:27]=[CH:26]1)[C:19]1[CH:24]=[CH:23][CH:22]=[CH:21][CH:20]=1.C(=O)([O-])[O-].[Cs+].[Cs+].C1(C)C=CC=CC=1. (6) Given the product [Cl:1][C:2]1[N:7]=[C:6]2[N:8]([CH2:9][CH3:10])[C:37](=[O:38])[N:12]([C:13]3[CH:14]=[C:15]([CH:22]=[C:23]([O:25][CH3:26])[CH:24]=3)[C:16]([NH:18][O:19][CH2:20][CH3:21])=[O:17])[CH2:11][C:5]2=[CH:4][N:3]=1, predict the reactants needed to synthesize it. The reactants are: [Cl:1][C:2]1[N:7]=[C:6]([NH:8][CH2:9][CH3:10])[C:5]([CH2:11][NH:12][C:13]2[CH:14]=[C:15]([CH:22]=[C:23]([O:25][CH3:26])[CH:24]=2)[C:16]([NH:18][O:19][CH2:20][CH3:21])=[O:17])=[CH:4][N:3]=1.C(N(CC)C(C)C)(C)C.Cl[C:37](OC1C=CC=CC=1)=[O:38].C[Si]([N-][Si](C)(C)C)(C)C.[Na+]. (7) Given the product [CH2:19]([CH:12]1[C:11]2[CH:10]=[CH:9][CH:8]=[CH:7][C:6]=2[C:5]2[C:13]1=[CH:1][CH:2]=[CH:3][CH:4]=2)[CH2:20][CH2:21][CH2:22][CH2:23][CH3:24], predict the reactants needed to synthesize it. The reactants are: [CH:1]1[C:13]2[CH2:12][C:11]3[C:6](=[CH:7][CH:8]=[CH:9][CH:10]=3)[C:5]=2[CH:4]=[CH:3][CH:2]=1.C([Li])CCC.[CH2:19](Br)[CH2:20][CH2:21][CH2:22][CH2:23][CH3:24]. (8) Given the product [CH3:13][N:14]1[C:18]([S:19][CH3:20])=[CH:17][C:16]([CH:21]([CH2:27][CH:28]2[CH2:33][CH2:32][O:31][CH2:30][CH2:29]2)[C:22]([O:24][CH3:25])=[O:23])=[N:15]1, predict the reactants needed to synthesize it. The reactants are: C(NC(C)C)(C)C.C([Li])CCC.[CH3:13][N:14]1[C:18]([S:19][CH3:20])=[CH:17][C:16]([CH2:21][C:22]([O:24][CH3:25])=[O:23])=[N:15]1.I[CH2:27][CH:28]1[CH2:33][CH2:32][O:31][CH2:30][CH2:29]1.C(O)(=O)CC(CC(O)=O)(C(O)=O)O. (9) Given the product [Cl:18][C:19]1[CH:20]=[C:21]([C:22](=[O:23])[NH:10][CH2:9][C:7]2[CH:8]=[C:3]([Cl:2])[CH:4]=[C:5]([O:16][CH3:17])[C:6]=2[S:11]([CH2:14][CH3:15])(=[O:12])=[O:13])[CH:25]=[C:26]([C:44]([F:46])([F:45])[F:47])[C:27]=1[CH2:28][N:29]1[CH2:34][CH2:33][CH2:32][C@H:31]([N:35]([CH3:43])[C:36](=[O:37])[O:38][C:39]([CH3:40])([CH3:41])[CH3:42])[CH2:30]1, predict the reactants needed to synthesize it. The reactants are: Cl.[Cl:2][C:3]1[CH:4]=[C:5]([O:16][CH3:17])[C:6]([S:11]([CH2:14][CH3:15])(=[O:13])=[O:12])=[C:7]([CH2:9][NH2:10])[CH:8]=1.[Cl:18][C:19]1[CH:20]=[C:21]([CH:25]=[C:26]([C:44]([F:47])([F:46])[F:45])[C:27]=1[CH2:28][N:29]1[CH2:34][CH2:33][CH2:32][C@H:31]([N:35]([CH3:43])[C:36]([O:38][C:39]([CH3:42])([CH3:41])[CH3:40])=[O:37])[CH2:30]1)[C:22](O)=[O:23].CC(OC(N1CCN(CC2C=CC(C([O-])=O)=CC=2C(F)(F)F)CC1)=O)(C)C.